This data is from Full USPTO retrosynthesis dataset with 1.9M reactions from patents (1976-2016). The task is: Predict the reactants needed to synthesize the given product. (1) Given the product [O:23]1[C:24]2[CH:30]=[CH:29][CH:28]=[CH:27][C:25]=2[N:26]=[C:22]1[N:16]1[CH2:17][CH2:18][CH2:19][CH2:20][C@H:15]1[C:13]([O:12][CH3:11])=[O:14], predict the reactants needed to synthesize it. The reactants are: C(N(C(C)C)C(C)C)C.[Cl-].[CH3:11][O:12][C:13]([C@@H:15]1[CH2:20][CH2:19][CH2:18][CH2:17][NH2+:16]1)=[O:14].Cl[C:22]1[O:23][C:24]2[CH:30]=[CH:29][CH:28]=[CH:27][C:25]=2[N:26]=1. (2) Given the product [Cl:27][C:28]1[CH:36]=[CH:35][C:34]2[N:33](/[CH:2]=[C:3](/[C:5]3[CH:10]=[CH:9][N:8]=[CH:7][CH:6]=3)\[CH3:4])[C:32]3[CH2:37][CH2:38][N:39]([C:41]([O:43][CH2:44][C:45]4[CH:50]=[CH:49][CH:48]=[CH:47][CH:46]=4)=[O:42])[CH2:40][C:31]=3[C:30]=2[CH:29]=1, predict the reactants needed to synthesize it. The reactants are: Br[CH:2]=[C:3]([C:5]1[CH:10]=[CH:9][N:8]=[CH:7][CH:6]=1)[CH3:4].P([O-])([O-])([O-])=O.[K+].[K+].[K+].N1CCC[C@H]1C(O)=O.[Cl:27][C:28]1[CH:36]=[CH:35][C:34]2[NH:33][C:32]3[CH2:37][CH2:38][N:39]([C:41]([O:43][CH2:44][C:45]4[CH:50]=[CH:49][CH:48]=[CH:47][CH:46]=4)=[O:42])[CH2:40][C:31]=3[C:30]=2[CH:29]=1. (3) Given the product [F:1][C:2]1[CH:7]=[CH:6][C:5]([C:8]2[CH:9]=[C:10]([C:18]([S:21]([CH3:24])(=[O:23])=[O:22])([CH3:19])[CH3:20])[CH:11]=[C:12]3[C:17]=2[N:16]=[CH:15][CH:14]=[CH:13]3)=[CH:4][C:3]=1[CH:25]=[O:26], predict the reactants needed to synthesize it. The reactants are: [F:1][C:2]1[CH:7]=[CH:6][C:5]([C:8]2[CH:9]=[C:10]([C:18]([S:21]([CH3:24])(=[O:23])=[O:22])([CH3:20])[CH3:19])[CH:11]=[C:12]3[C:17]=2[N:16]=[CH:15][CH:14]=[CH:13]3)=[CH:4][C:3]=1[CH2:25][OH:26]. (4) Given the product [NH2:8][C:9]1[N:18]=[C:17]([N:1]2[CH2:7][CH2:6][CH2:5][NH:4][CH2:3][CH2:2]2)[C:16]2[C:11](=[N:12][CH:13]=[C:14]([C:19]3[CH:24]=[CH:23][C:22]([O:25][CH3:26])=[C:21]([O:27][CH3:28])[CH:20]=3)[N:15]=2)[N:10]=1, predict the reactants needed to synthesize it. The reactants are: [NH:1]1[CH2:7][CH2:6][CH2:5][NH:4][CH2:3][CH2:2]1.[NH2:8][C:9]1[N:18]=[CH:17][C:16]2[C:11](=[N:12][CH:13]=[C:14]([C:19]3[CH:24]=[CH:23][C:22]([O:25][CH3:26])=[C:21]([O:27][CH3:28])[CH:20]=3)[N:15]=2)[N:10]=1.S([O-])([O-])(=O)=O.[NH4+].[NH4+].C1(C)C=CC(S(O)(=O)=O)=CC=1. (5) Given the product [CH3:1][N:2]1[CH:6]=[C:5]([NH:7][CH:8]=[O:9])[CH:4]=[C:3]1[C:10]([Cl:15])=[O:12], predict the reactants needed to synthesize it. The reactants are: [CH3:1][N:2]1[CH:6]=[C:5]([NH:7][CH:8]=[O:9])[CH:4]=[C:3]1[C:10]([OH:12])=O.S(Cl)([Cl:15])=O. (6) Given the product [Br:1][C:2]1[CH:3]=[N:4][C:5]2[N:6]([N:8]=[C:9]([C:11]([N:22]3[CH2:21][CH2:20][C:19]4[C:24](=[CH:25][CH:26]=[C:17]5[S:16][C:15]([CH3:14])=[N:28][C:18]5=4)[CH:23]3[CH3:27])=[O:13])[CH:10]=2)[CH:7]=1, predict the reactants needed to synthesize it. The reactants are: [Br:1][C:2]1[CH:3]=[N:4][C:5]2[N:6]([N:8]=[C:9]([C:11]([OH:13])=O)[CH:10]=2)[CH:7]=1.[CH3:14][C:15]1[S:16][C:17]2[C:18]([N:28]=1)=[C:19]1[C:24](=[CH:25][CH:26]=2)[CH:23]([CH3:27])[NH:22][CH2:21][CH2:20]1. (7) Given the product [C:58]([C:55]1[CH:56]=[CH:57][C:52]([C:51]([NH:50][C:47]([C:44]2[CH:45]=[CH:46][C:41]([B:64]3[O:68][C:67]([CH3:70])([CH3:69])[C:66]([CH3:72])([CH3:71])[O:65]3)=[CH:42][C:43]=2[F:63])([CH3:49])[CH3:48])=[O:62])=[CH:53][CH:54]=1)([CH3:61])([CH3:60])[CH3:59], predict the reactants needed to synthesize it. The reactants are: C(C1C=C2C(=C(F)C=1)C(=O)N(CC1C=CC(C3C=CN=C4NC(C5C=NN(C)C=5)=NC=34)=CC=1F)N=C2)(C)(C)C.Br[C:41]1[CH:46]=[CH:45][C:44]([C:47]([NH:50][C:51](=[O:62])[C:52]2[CH:57]=[CH:56][C:55]([C:58]([CH3:61])([CH3:60])[CH3:59])=[CH:54][CH:53]=2)([CH3:49])[CH3:48])=[C:43]([F:63])[CH:42]=1.[B:64]1(B2OC(C)(C)C(C)(C)O2)[O:68][C:67]([CH3:70])([CH3:69])[C:66]([CH3:72])([CH3:71])[O:65]1.C1(P(C2CCCCC2)C2C=CC=CC=2C2C(C(C)C)=CC(C(C)C)=CC=2C(C)C)CCCCC1.C([O-])(=O)C.[K+].O1CCOCC1. (8) Given the product [N+:1]([C:4]1[CH:9]=[CH:8][C:7]([NH2:10])=[C:6]([NH:11][S:18]([C:12]2[CH:17]=[CH:16][CH:15]=[CH:14][CH:13]=2)(=[O:20])=[O:19])[CH:5]=1)([O-:3])=[O:2], predict the reactants needed to synthesize it. The reactants are: [N+:1]([C:4]1[CH:9]=[CH:8][C:7]([NH2:10])=[C:6]([NH2:11])[CH:5]=1)([O-:3])=[O:2].[C:12]1([S:18](Cl)(=[O:20])=[O:19])[CH:17]=[CH:16][CH:15]=[CH:14][CH:13]=1.C(N(CC)CC)C. (9) Given the product [I:24][C:3]1[CH:4]=[C:5]([C:19]([O:21][CH2:22][CH3:23])=[O:20])[C:6](=[O:18])[N:7]([C:8]2[CH:13]=[CH:12][CH:11]=[C:10]([C:14]([F:17])([F:15])[F:16])[CH:9]=2)[C:2]=1[CH3:1], predict the reactants needed to synthesize it. The reactants are: [CH3:1][C:2]1[N:7]([C:8]2[CH:13]=[CH:12][CH:11]=[C:10]([C:14]([F:17])([F:16])[F:15])[CH:9]=2)[C:6](=[O:18])[C:5]([C:19]([O:21][CH2:22][CH3:23])=[O:20])=[CH:4][CH:3]=1.[I:24]N1C(=O)CCC1=O.